From a dataset of Forward reaction prediction with 1.9M reactions from USPTO patents (1976-2016). Predict the product of the given reaction. (1) The product is: [CH2:1]([N:8]1[C:16]2[C:11](=[CH:12][CH:13]=[CH:14][CH:15]=2)[C:10]([C:17](=[N:18][NH:19][C:20]2[S:22][CH:24]=[C:25]([C:27]3[CH:32]=[CH:31][C:30]([F:33])=[CH:29][CH:28]=3)[N:21]=2)[CH3:34])=[CH:9]1)[C:2]1[CH:3]=[CH:4][CH:5]=[CH:6][CH:7]=1. Given the reactants [CH2:1]([N:8]1[C:16]2[C:11](=[CH:12][CH:13]=[CH:14][CH:15]=2)[C:10]([CH:17]=[N:18][NH:19][C:20](=[S:22])[NH2:21])=[CH:9]1)[C:2]1[CH:7]=[CH:6][CH:5]=[CH:4][CH:3]=1.Br[CH2:24][C:25]([C:27]1[CH:32]=[CH:31][C:30]([F:33])=[CH:29][CH:28]=1)=O.[CH2:34]1COCC1, predict the reaction product. (2) Given the reactants C[O:2][C:3]1(OC)[CH2:8][CH2:7][N:6]([C:9]2[CH:14]=[CH:13][C:12]([N:15]3[CH2:19][C@H:18]([CH2:20][OH:21])[O:17][C:16]3=[O:22])=[CH:11][CH:10]=2)[CH2:5][CH:4]1[F:23].CSC.C(Cl)(=O)C, predict the reaction product. The product is: [O:2]=[C:3]1[CH2:8][CH2:7][N:6]([C:9]2[CH:14]=[CH:13][C:12]([N:15]3[CH2:19][C@H:18]([CH2:20][OH:21])[O:17][C:16]3=[O:22])=[CH:11][CH:10]=2)[CH2:5][CH:4]1[F:23].